This data is from Reaction yield outcomes from USPTO patents with 853,638 reactions. The task is: Predict the reaction yield, written as a fraction of the theoretical maximum amount of product (1.0 means a 100% yield; for example, 0.34 means a 34% yield). (1) The reactants are [CH3:1][O:2][C:3]1[CH:46]=[CH:45][C:6]([CH2:7][N:8]2[C:16]3[C:11](=[CH:12][C:13](B4OC(C)(C)C(C)(C)O4)=[CH:14][CH:15]=3)[C:10]([C:26]3[N:27]=[N:28][N:29]([C:31]4[CH:36]=[CH:35][C:34]([C:37]([N:39]5[CH2:44][CH2:43][O:42][CH2:41][CH2:40]5)=[O:38])=[CH:33][CH:32]=4)[CH:30]=3)=[N:9]2)=[CH:5][CH:4]=1.[OH:47]O. The catalyst is CCOC(C)=O. The product is [CH3:1][O:2][C:3]1[CH:4]=[CH:5][C:6]([CH2:7][N:8]2[C:16]3[C:11](=[CH:12][C:13]([OH:47])=[CH:14][CH:15]=3)[C:10]([C:26]3[N:27]=[N:28][N:29]([C:31]4[CH:36]=[CH:35][C:34]([C:37]([N:39]5[CH2:44][CH2:43][O:42][CH2:41][CH2:40]5)=[O:38])=[CH:33][CH:32]=4)[CH:30]=3)=[N:9]2)=[CH:45][CH:46]=1. The yield is 0.690. (2) The reactants are [F:1][C:2]1[CH:40]=[CH:39][CH:38]=[C:37]([C:41]([F:44])([F:43])[F:42])[C:3]=1[CH2:4][N:5]1[C:10]2[CH2:11][O:12][C:13]3([CH2:18][CH2:17][NH:16][CH2:15][CH2:14]3)[C:9]=2[C:8](=[O:19])[N:7]([CH2:20][C@H:21]([NH:28][C:29](=[O:35])[O:30][C:31]([CH3:34])([CH3:33])[CH3:32])[C:22]2[CH:27]=[CH:26][CH:25]=[CH:24][CH:23]=2)[C:6]1=[O:36].[Br:45][C:46]1[O:50][C:49]([CH:51]=O)=[CH:48][CH:47]=1.[BH-](OC(C)=O)(OC(C)=O)OC(C)=O.[Na+]. The catalyst is CO. The product is [Br:45][C:46]1[O:50][C:49]([CH2:51][N:16]2[CH2:15][CH2:14][C:13]3([C:9]4[C:8](=[O:19])[N:7]([CH2:20][C@H:21]([NH:28][C:29](=[O:35])[O:30][C:31]([CH3:34])([CH3:33])[CH3:32])[C:22]5[CH:23]=[CH:24][CH:25]=[CH:26][CH:27]=5)[C:6](=[O:36])[N:5]([CH2:4][C:3]5[C:37]([C:41]([F:42])([F:43])[F:44])=[CH:38][CH:39]=[CH:40][C:2]=5[F:1])[C:10]=4[CH2:11][O:12]3)[CH2:18][CH2:17]2)=[CH:48][CH:47]=1. The yield is 0.500. (3) The reactants are [Cl:1][C:2]1[C:8]([CH3:9])=[CH:7][CH:6]=[C:5]([Cl:10])[C:3]=1[NH2:4].[NH2:11][C:12]1[NH:16][N:15]=[C:14]([S:17](Cl)(=[O:19])=[O:18])[N:13]=1. No catalyst specified. The product is [Cl:1][C:2]1[C:8]([CH3:9])=[CH:7][CH:6]=[C:5]([Cl:10])[C:3]=1[NH2:4].[NH2:11][C:12]1[NH:16][N:15]=[C:14]([S:17]([NH:4][C:3]2[C:5]([Cl:10])=[CH:6][CH:7]=[C:8]([CH3:9])[C:2]=2[Cl:1])(=[O:19])=[O:18])[N:13]=1. The yield is 0.994. (4) The reactants are C[O:2][C:3](=[O:23])[CH:4]([N:11]1[C:19]2[C:14](=[CH:15][CH:16]=[C:17]([Br:20])[CH:18]=2)[C:13](=[O:21])[C:12]1=[O:22])[CH2:5][CH:6]1[CH2:10][CH2:9][CH2:8][CH2:7]1.O.[OH-].[Li+]. The catalyst is O1CCCC1.O. The product is [Br:20][C:17]1[CH:18]=[C:19]2[C:14]([C:13](=[O:21])[C:12](=[O:22])[N:11]2[CH:4]([CH2:5][CH:6]2[CH2:7][CH2:8][CH2:9][CH2:10]2)[C:3]([OH:23])=[O:2])=[CH:15][CH:16]=1. The yield is 0.980.